Dataset: Forward reaction prediction with 1.9M reactions from USPTO patents (1976-2016). Task: Predict the product of the given reaction. (1) The product is: [CH:1]1[CH:6]=[CH:5][C:4]([C:10]([OH:12])=[O:11])=[C:3]([C:13]2[C:14]3[CH:19]=[CH:18][C:17]([OH:20])=[CH:16][C:15]=3[O:21][C:22]3[C:23]=2[CH:24]=[CH:25][C:26]([CH:27]=3)=[O:28])[CH:2]=1.[N-:7]=[C:8]=[S:9].[CH:1]1[C:6]([N:7]=[C:8]=[S:9])=[CH:5][C:4]2[C:10]([O:12][C:13]3([C:14]4[CH:19]=[CH:18][C:17]([OH:20])=[CH:16][C:15]=4[O:21][C:22]4[CH:27]=[C:26]([OH:28])[CH:25]=[CH:24][C:23]3=4)[C:3]=2[CH:2]=1)=[O:11]. Given the reactants [CH:1]1[C:6]([N:7]=[C:8]=[S:9])=[CH:5][C:4]2[C:10]([O:12][C:13]3([C:23]4[CH:24]=[CH:25][C:26]([OH:28])=[CH:27][C:22]=4[O:21][C:15]4[CH:16]=[C:17]([OH:20])[CH:18]=[CH:19][C:14]3=4)[C:3]=2[CH:2]=1)=[O:11], predict the reaction product. (2) Given the reactants [CH3:1][O:2][C:3](=[O:22])[C:4]([NH:11]C(OCC1C=CC=CC=1)=O)=[CH:5][CH2:6][C:7]([CH3:10])([CH3:9])[CH3:8].[CH3:35][C:34]([O:33][C:31](O[C:31]([O:33][C:34]([CH3:37])([CH3:36])[CH3:35])=[O:32])=[O:32])([CH3:37])[CH3:36], predict the reaction product. The product is: [CH3:1][O:2][C:3](=[O:22])[CH:4]([NH:11][C:31]([O:33][C:34]([CH3:35])([CH3:36])[CH3:37])=[O:32])[CH2:5][CH2:6][C:7]([CH3:8])([CH3:9])[CH3:10].